Dataset: Full USPTO retrosynthesis dataset with 1.9M reactions from patents (1976-2016). Task: Predict the reactants needed to synthesize the given product. (1) Given the product [Br:50][C:51]1[N:56]=[C:55]([C:57](=[O:60])[NH:58][CH3:59])[C:54]([NH:61][C:62]2[C:67]([C:68]([F:71])([F:70])[F:69])=[CH:66][N:65]=[C:64]([NH:72][C:73]3[C:87]([O:88][CH3:89])=[CH:86][C:76]([CH2:77][P:78](=[O:82])([OH:85])[O:79][CH2:80][CH3:81])=[C:75]([Cl:90])[CH:74]=3)[N:63]=2)=[CH:53][CH:52]=1, predict the reactants needed to synthesize it. The reactants are: OCCCN1C=C(C2C=CC(NC3C(C(F)(F)F)=CN=C(NC4C=CC(CP(=O)(OCC)OCC)=CC=4OC)N=3)=C3C=2CN(C)C3=O)C=N1.[Br:50][C:51]1[N:56]=[C:55]([C:57](=[O:60])[NH:58][CH3:59])[C:54]([NH:61][C:62]2[C:67]([C:68]([F:71])([F:70])[F:69])=[CH:66][N:65]=[C:64]([NH:72][C:73]3[C:87]([O:88][CH3:89])=[CH:86][C:76]([CH2:77][P:78](=[O:85])([O:82]CC)[O:79][CH2:80][CH3:81])=[C:75]([Cl:90])[CH:74]=3)[N:63]=2)=[CH:53][CH:52]=1. (2) Given the product [Br:35][C:33]1[CH:34]=[C:30]([C:28]([N:18]([OH:19])[CH:10]([CH2:11][C:12]2[CH:13]=[CH:14][CH:15]=[CH:16][CH:17]=2)[CH2:9][NH:5][C:6](=[O:8])[O:7][C:12]([CH3:17])([CH3:13])[CH3:11])=[O:29])[S:31][CH:32]=1, predict the reactants needed to synthesize it. The reactants are: CC([N:5]([CH2:9][CH:10]([N:18]([C:28]([C:30]1[S:31][CH:32]=[C:33]([Br:35])[CH:34]=1)=[O:29])[O:19]C(C1SC=C(Br)C=1)=O)[CH2:11][C:12]1[CH:17]=[CH:16][CH:15]=[CH:14][CH:13]=1)[C:6](=[O:8])[O-:7])(C)C.C([O-])([O-])=O.[K+].[K+]. (3) Given the product [CH3:42][C:43]1[CH:44]=[CH:45][C:46]([N:52]2[N:56]=[CH:55][CH:54]=[N:53]2)=[C:47]([CH:51]=1)[C:48]([NH:18][CH:14]1[CH2:15][CH2:16][CH2:17][CH:13]1[CH2:12][C:3]1[CH:4]=[CH:5][C:6]2[C:11](=[CH:10][CH:9]=[CH:8][CH:7]=2)[N:2]=1)=[O:49], predict the reactants needed to synthesize it. The reactants are: Cl.[N:2]1[C:11]2[C:6](=[CH:7][CH:8]=[CH:9][CH:10]=2)[CH:5]=[CH:4][C:3]=1[CH2:12][CH:13]1[CH2:17][CH2:16][CH2:15][CH:14]1[NH2:18].C(Cl)CCl.C1C=NC2N(O)N=NC=2C=1.CCN(C(C)C)C(C)C.[CH3:42][C:43]1[CH:44]=[CH:45][C:46]([N:52]2[N:56]=[CH:55][CH:54]=[N:53]2)=[C:47]([CH:51]=1)[C:48](O)=[O:49].